This data is from Reaction yield outcomes from USPTO patents with 853,638 reactions. The task is: Predict the reaction yield, written as a fraction of the theoretical maximum amount of product (1.0 means a 100% yield; for example, 0.34 means a 34% yield). (1) The reactants are [Cl:1][C:2]1[CH:3]=[C:4]([C:9](=[O:11])[CH3:10])[CH:5]=[C:6]([Cl:8])[CH:7]=1.[N:12]1([C:17]2[CH:24]=[CH:23][C:20]([CH:21]=O)=[CH:19][CH:18]=2)[CH:16]=[N:15][CH:14]=[N:13]1.[OH-].[Na+]. The catalyst is C(O)C.O. The product is [N:12]1([C:17]2[CH:24]=[CH:23][C:20](/[CH:21]=[CH:10]/[C:9]([C:4]3[CH:3]=[C:2]([Cl:1])[CH:7]=[C:6]([Cl:8])[CH:5]=3)=[O:11])=[CH:19][CH:18]=2)[CH:16]=[N:15][CH:14]=[N:13]1. The yield is 0.170. (2) The reactants are Br[CH:2]([C:9](=O)[C:10]1[CH:15]=[CH:14][CH:13]=[CH:12][CH:11]=1)[CH2:3][CH2:4][C:5]([O:7][CH3:8])=[O:6].[NH2:17][C:18]([NH2:20])=[S:19]. The catalyst is CO. The product is [NH2:20][C:18]1[S:19][C:2]([CH2:3][CH2:4][C:5]([O:7][CH3:8])=[O:6])=[C:9]([C:10]2[CH:15]=[CH:14][CH:13]=[CH:12][CH:11]=2)[N:17]=1. The yield is 0.900. (3) The reactants are [NH:1]1[CH:5]=[C:4]([C:6]#[N:7])[N:3]=[CH:2]1.[CH3:8][Si:9]([CH3:16])([CH3:15])[CH2:10][CH2:11][O:12][CH2:13]Cl.C([O-])([O-])=O.[K+].[K+].CC(C)=O. The catalyst is CCOC(C)=O. The product is [CH3:8][Si:9]([CH3:16])([CH3:15])[CH2:10][CH2:11][O:12][CH2:13][N:1]1[CH:5]=[C:4]([C:6]#[N:7])[N:3]=[CH:2]1. The yield is 0.700. (4) The reactants are [BH4-].[Na+].[F:3][C:4]1[CH:9]=[C:8]([N+:10]([O-])=O)[CH:7]=[C:6]([F:13])[C:5]=1[N:14]1[CH2:19][CH2:18][S:17][CH2:16][CH2:15]1. The catalyst is CO.C(OCC)(=O)C. The product is [F:13][C:6]1[CH:7]=[C:8]([NH2:10])[CH:9]=[C:4]([F:3])[C:5]=1[N:14]1[CH2:15][CH2:16][S:17][CH2:18][CH2:19]1. The yield is 0.700.